Task: Predict the product of the given reaction.. Dataset: Forward reaction prediction with 1.9M reactions from USPTO patents (1976-2016) (1) Given the reactants [F:1][C:2]1[CH:3]=[C:4]([CH2:16][NH:17][C:18](=[O:24])OC(C)(C)C)[CH:5]=[C:6]([C:8]2[CH:13]=[CH:12][CH:11]=[C:10]([CH:14]=[O:15])[CH:9]=2)[CH:7]=1.Cl.CCN(CC)CC.[CH2:33]([N:35]1[C:39]2=[N:40][C:41]([CH2:64][CH3:65])=[C:42]([CH2:51][NH:52][C:53]([C:55]3[CH:56]=[C:57]([CH:61]=[CH:62][CH:63]=3)C(O)=O)=[O:54])[C:43]([NH:44][CH:45]3[CH2:50][CH2:49][O:48][CH2:47][CH2:46]3)=[C:38]2[CH:37]=[N:36]1)[CH3:34].CN(C(ON1N=NC2C=CC=CC1=2)=[N+](C)C)C.F[P-](F)(F)(F)(F)F, predict the reaction product. The product is: [CH2:33]([N:35]1[C:39]2=[N:40][C:41]([CH2:64][CH3:65])=[C:42]([CH2:51][NH:52][C:53]([C:55]3[CH:63]=[CH:62][CH:61]=[C:57]([C:18]([NH:17][CH2:16][C:4]4[CH:5]=[C:6]([C:8]5[CH:13]=[CH:12][CH:11]=[C:10]([CH:14]=[O:15])[CH:9]=5)[CH:7]=[C:2]([F:1])[CH:3]=4)=[O:24])[CH:56]=3)=[O:54])[C:43]([NH:44][CH:45]3[CH2:46][CH2:47][O:48][CH2:49][CH2:50]3)=[C:38]2[CH:37]=[N:36]1)[CH3:34]. (2) Given the reactants [CH:1](=[N:8]/[CH2:9][CH2:10][CH:11]=[CH2:12])\[C:2]1[CH:7]=[CH:6][CH:5]=[CH:4][CH:3]=1.[BH4-].[Na+].C(Cl)Cl, predict the reaction product. The product is: [CH2:1]([NH:8][CH2:9][CH2:10][CH:11]=[CH2:12])[C:2]1[CH:7]=[CH:6][CH:5]=[CH:4][CH:3]=1.